Dataset: Full USPTO retrosynthesis dataset with 1.9M reactions from patents (1976-2016). Task: Predict the reactants needed to synthesize the given product. The reactants are: [CH:1]1([CH2:7][C@@H:8]([C:10]([NH:12][CH2:13][CH2:14][CH2:15][N:16]([CH3:24])C(=O)OC(C)(C)C)=[O:11])[NH2:9])[CH2:6][CH2:5][CH2:4][CH2:3][CH2:2]1.[S:25]1[C:29]2[CH:30]=[CH:31][CH:32]=[CH:33][C:28]=2[CH:27]=[C:26]1[C:34](O)=[O:35].C1C=C2C(N(O)N=NC2=CC=1)=O.CN1CCOCC1.CCN=C=NCCCN(C)C.Cl. Given the product [CH:1]1([CH2:7][C@H:8]([NH:9][C:34]([C:26]2[S:25][C:29]3[CH:30]=[CH:31][CH:32]=[CH:33][C:28]=3[CH:27]=2)=[O:35])[C:10]([NH:12][CH2:13][CH2:14][CH2:15][NH:16][CH3:24])=[O:11])[CH2:2][CH2:3][CH2:4][CH2:5][CH2:6]1, predict the reactants needed to synthesize it.